From a dataset of Forward reaction prediction with 1.9M reactions from USPTO patents (1976-2016). Predict the product of the given reaction. Given the reactants CCN(C(C)C)C(C)C.[CH2:10]([C:13]1([CH2:16][CH2:17][OH:18])[CH2:15][CH2:14]1)[CH:11]=[CH2:12].Cl[C:20](Cl)([O:22]C(=O)OC(Cl)(Cl)Cl)Cl.[NH2:31][C@@H:32]([C:36]([CH3:39])([CH3:38])[CH3:37])[C:33]([OH:35])=[O:34].[OH-].[Na+], predict the reaction product. The product is: [CH2:10]([C:13]1([CH2:16][CH2:17][O:18][C:20]([NH:31][C@@H:32]([C:36]([CH3:39])([CH3:38])[CH3:37])[C:33]([OH:35])=[O:34])=[O:22])[CH2:15][CH2:14]1)[CH:11]=[CH2:12].